From a dataset of Reaction yield outcomes from USPTO patents with 853,638 reactions. Predict the reaction yield, written as a fraction of the theoretical maximum amount of product (1.0 means a 100% yield; for example, 0.34 means a 34% yield). (1) The reactants are [N+:1]([C:4]1[CH:9]=[CH:8][C:7]([CH:10]2[CH2:14][CH2:13][CH:12]([C:15]3[CH:20]=[CH:19][C:18]([N+:21]([O-])=O)=[CH:17][CH:16]=3)[N:11]2[C:24]2[CH:29]=[CH:28][C:27]([C:30]3[CH:31]=[CH:32][C:33]([N:36]([CH3:38])[CH3:37])=[N:34][CH:35]=3)=[CH:26][CH:25]=2)=[CH:6][CH:5]=1)([O-])=O.C(O)C. The catalyst is C1COCC1.[Pt](=O)=O. The product is [CH3:37][N:36]([CH3:38])[C:33]1[N:34]=[CH:35][C:30]([C:27]2[CH:26]=[CH:25][C:24]([N:11]3[CH:12]([C:15]4[CH:20]=[CH:19][C:18]([NH2:21])=[CH:17][CH:16]=4)[CH2:13][CH2:14][CH:10]3[C:7]3[CH:6]=[CH:5][C:4]([NH2:1])=[CH:9][CH:8]=3)=[CH:29][CH:28]=2)=[CH:31][CH:32]=1. The yield is 1.00. (2) The reactants are C([NH:5][S:6]([C:9]1[S:10][C:11]([C:14]2[CH:19]=[CH:18][CH:17]=[C:16]([C:20]3[N:25]=[C:24]([C:26]([F:29])([F:28])[F:27])[CH:23]=[C:22]([C:30]4[CH:35]=[CH:34][C:33]([C:36]([F:39])([F:38])[F:37])=[CH:32][C:31]=4[F:40])[N:21]=3)[CH:15]=2)=[CH:12][CH:13]=1)(=[O:8])=[O:7])(C)(C)C.C(O)(C(F)(F)F)=O. The catalyst is ClCCl. The product is [F:40][C:31]1[CH:32]=[C:33]([C:36]([F:39])([F:38])[F:37])[CH:34]=[CH:35][C:30]=1[C:22]1[CH:23]=[C:24]([C:26]([F:29])([F:27])[F:28])[N:25]=[C:20]([C:16]2[CH:15]=[C:14]([C:11]3[S:10][C:9]([S:6]([NH2:5])(=[O:7])=[O:8])=[CH:13][CH:12]=3)[CH:19]=[CH:18][CH:17]=2)[N:21]=1. The yield is 0.420. (3) The reactants are [C:1]([C:5]1[CH:13]=[CH:12][C:11]([N+:14]([O-])=O)=[CH:10][C:6]=1[C:7]([O-:9])=[O:8])([CH3:4])([CH3:3])[CH3:2].[CH:17]([O-])=O.[K+]. The catalyst is CCO.O.[Pd]. The product is [C:1]([C:5]1[CH:13]=[CH:12][C:11]([NH2:14])=[CH:10][C:6]=1[C:7]([O:9][CH3:17])=[O:8])([CH3:4])([CH3:3])[CH3:2]. The yield is 0.950. (4) The reactants are [F:1][C:2]1[CH:3]=[C:4]([CH:14]([NH:16][C:17]([C:19]2[N:20]=[C:21](Cl)[O:22][CH:23]=2)=[O:18])[CH3:15])[CH:5]=[C:6]([F:13])[C:7]=1[NH:8][S:9]([CH3:12])(=[O:11])=[O:10].[CH:25]([C:28]1[CH:29]=[C:30]([OH:34])[CH:31]=[CH:32][CH:33]=1)([CH3:27])[CH3:26]. No catalyst specified. The product is [F:1][C:2]1[CH:3]=[C:4]([CH:14]([NH:16][C:17]([C:19]2[N:20]=[C:21]([O:34][C:30]3[CH:31]=[CH:32][CH:33]=[C:28]([CH:25]([CH3:27])[CH3:26])[CH:29]=3)[O:22][CH:23]=2)=[O:18])[CH3:15])[CH:5]=[C:6]([F:13])[C:7]=1[NH:8][S:9]([CH3:12])(=[O:11])=[O:10]. The yield is 0.830. (5) The reactants are [S:1]1[CH:5]=[C:4]([CH2:6][N:7]2[C:15]3[C:10](=[CH:11][C:12]([NH:16][C:17]4[C:26]5[C:21](=[CH:22][CH:23]=[CH:24][C:25]=5[O:27][C@H:28]([CH3:33])[C:29](OC)=[O:30])[N:20]=[CH:19][N:18]=4)=[CH:13][CH:14]=3)[CH:9]=[N:8]2)[N:3]=[CH:2]1.[CH3:34][NH:35][CH2:36][CH2:37][OH:38]. No catalyst specified. The product is [OH:38][CH2:37][CH2:36][N:35]([CH3:34])[C:29](=[O:30])[C@H:28]([O:27][C:25]1[CH:24]=[CH:23][CH:22]=[C:21]2[C:26]=1[C:17]([NH:16][C:12]1[CH:11]=[C:10]3[C:15](=[CH:14][CH:13]=1)[N:7]([CH2:6][C:4]1[N:3]=[CH:2][S:1][CH:5]=1)[N:8]=[CH:9]3)=[N:18][CH:19]=[N:20]2)[CH3:33]. The yield is 0.730. (6) The reactants are [C:1]([C:4]1[CH:5]=[C:6]([NH:10][CH:11](C2C=CC(OC)=C(OC)C=2)[C:12]([OH:14])=[O:13])[CH:7]=[CH:8][CH:9]=1)(=[O:3])[NH2:2].[Cl:25][C:26]1[CH:31]=[CH:30][C:29](B(O)O)=[CH:28][C:27]=1[O:35][CH3:36].NC1C=C(C=CC=1[F:47])C(N)=O.O.C(O)(=O)C=O. No catalyst specified. The product is [C:1]([C:4]1[CH:9]=[CH:8][C:7]([F:47])=[C:6]([NH:10][CH:11]([C:29]2[CH:30]=[CH:31][C:26]([Cl:25])=[C:27]([O:35][CH3:36])[CH:28]=2)[C:12]([OH:14])=[O:13])[CH:5]=1)(=[O:3])[NH2:2]. The yield is 0.370. (7) The reactants are Cl[C:2]1[N:11]=[CH:10][C:9]2[C:4](=[C:5]([O:13][CH3:14])[C:6]([CH3:12])=[CH:7][CH:8]=2)[N:3]=1.[NH2:15][C@H:16]1[CH2:21][CH2:20][C@H:19]([OH:22])[CH2:18][CH2:17]1.C1CCN2C(=NCCC2)CC1. The catalyst is CC#N. The product is [CH3:14][O:13][C:5]1[C:6]([CH3:12])=[CH:7][CH:8]=[C:9]2[C:4]=1[N:3]=[C:2]([NH:15][C@H:16]1[CH2:21][CH2:20][C@H:19]([OH:22])[CH2:18][CH2:17]1)[N:11]=[CH:10]2. The yield is 0.605. (8) The reactants are [C:1]([CH:3]1[CH2:6][N:5]([C:7](=[O:31])[C@H:8]([NH:10][C:11]([C:13]2[C:21]3[C:16](=[N:17][CH:18]=[C:19](Br)[N:20]=3)[N:15]([CH2:23][O:24][CH2:25][CH2:26][Si:27]([CH3:30])([CH3:29])[CH3:28])[CH:14]=2)=[O:12])[CH3:9])[CH2:4]1)#[N:2].[Cl:32][C:33]1[CH:41]=[C:40]2[C:36]([C:37]([Sn](CCCC)(CCCC)CCCC)=[N:38][NH:39]2)=[CH:35][CH:34]=1. The catalyst is CN(C=O)C.C1C=CC([P]([Pd]([P](C2C=CC=CC=2)(C2C=CC=CC=2)C2C=CC=CC=2)([P](C2C=CC=CC=2)(C2C=CC=CC=2)C2C=CC=CC=2)[P](C2C=CC=CC=2)(C2C=CC=CC=2)C2C=CC=CC=2)(C2C=CC=CC=2)C2C=CC=CC=2)=CC=1.[Cu]I. The product is [C:1]([CH:3]1[CH2:6][N:5]([C:7](=[O:31])[C@H:8]([NH:10][C:11]([C:13]2[C:21]3[C:16](=[N:17][CH:18]=[C:19]([C:37]4[C:36]5[C:40](=[CH:41][C:33]([Cl:32])=[CH:34][CH:35]=5)[NH:39][N:38]=4)[N:20]=3)[N:15]([CH2:23][O:24][CH2:25][CH2:26][Si:27]([CH3:30])([CH3:29])[CH3:28])[CH:14]=2)=[O:12])[CH3:9])[CH2:4]1)#[N:2]. The yield is 0.730. (9) The reactants are [C:1]([C:5]1[CH:10]=[CH:9][C:8]([SH:11])=[CH:7][CH:6]=1)([CH3:4])([CH3:3])[CH3:2].C(=O)([O-])[O-].[Cs+].[Cs+].Br[C:19]1[CH:26]=[CH:25][C:22]([CH:23]=[O:24])=[CH:21][CH:20]=1.CC(C)(C(=O)CC(=O)C(C)(C)C)C. The catalyst is C(OC)(C)(C)C.[Cu]Br.CN1CCCC1=O. The product is [C:1]([C:5]1[CH:6]=[CH:7][C:8]([S:11][C:19]2[CH:26]=[CH:25][C:22]([CH:23]=[O:24])=[CH:21][CH:20]=2)=[CH:9][CH:10]=1)([CH3:4])([CH3:2])[CH3:3]. The yield is 0.620.